From a dataset of M1 muscarinic receptor antagonist screen with 61,756 compounds. Binary Classification. Given a drug SMILES string, predict its activity (active/inactive) in a high-throughput screening assay against a specified biological target. (1) The drug is O(Cc1cc2c([nH]c1=O)cccc2)C(=O)COc1ccccc1. The result is 0 (inactive). (2) The compound is O=c1n2c(nc(Cn3c4c(nc3CC)cccc4)c1)ccc(c2)C. The result is 0 (inactive). (3) The drug is S(CC(=O)NC1CCCCC1)c1n(CCCOC)c(nn1)c1ccncc1. The result is 0 (inactive). (4) The result is 1 (active). The molecule is O1c2c3n4c(C(NCc3ccc2OC1)c1cc(OC)c(OC)cc1)ccc4.